Task: Predict the reaction yield, written as a fraction of the theoretical maximum amount of product (1.0 means a 100% yield; for example, 0.34 means a 34% yield).. Dataset: Reaction yield outcomes from USPTO patents with 853,638 reactions The reactants are [CH:1]([C:3]1[NH:4][C:5]2[CH2:6][CH2:7][CH2:8][CH2:9][C:10]=2[C:11]=1[CH2:12][CH2:13][C:14]([OH:16])=[O:15])=O.[CH3:17][O:18][C:19]1[CH:27]=[C:26]2[C:22]([CH2:23][C:24](=[O:28])[NH:25]2)=[CH:21][CH:20]=1.N1CCCCC1.C(O)(=O)C. The catalyst is C(O)C. The product is [CH3:17][O:18][C:19]1[CH:27]=[C:26]2[C:22]([C:23](=[CH:1][C:3]3[NH:4][C:5]4[CH2:6][CH2:7][CH2:8][CH2:9][C:10]=4[C:11]=3[CH2:12][CH2:13][C:14]([OH:16])=[O:15])[C:24](=[O:28])[NH:25]2)=[CH:21][CH:20]=1. The yield is 0.800.